Dataset: Forward reaction prediction with 1.9M reactions from USPTO patents (1976-2016). Task: Predict the product of the given reaction. Given the reactants [C:1]1(=[O:11])[NH:5][C:4](=[O:6])[C:3]2=[CH:7][CH:8]=[CH:9][CH:10]=[C:2]12.[K].Br[CH2:14][CH2:15][CH2:16][CH2:17][C:18]([CH3:28])([CH3:27])[CH2:19][O:20][CH:21]1[CH2:26][CH2:25][CH2:24][CH2:23][O:22]1, predict the reaction product. The product is: [CH3:27][C:18]([CH3:28])([CH2:17][CH2:16][CH:15]([N:5]1[C:1](=[O:11])[C:2]2=[CH:10][CH:9]=[CH:8][CH:7]=[C:3]2[C:4]1=[O:6])[CH3:14])[CH2:19][O:20][CH:21]1[CH2:26][CH2:25][CH2:24][CH2:23][O:22]1.